This data is from Forward reaction prediction with 1.9M reactions from USPTO patents (1976-2016). The task is: Predict the product of the given reaction. (1) Given the reactants [CH2:1]([N:8]1[CH2:13][CH2:12][CH:11]([C:14]2[CH:19]=[CH:18][CH:17]=[C:16]([O:20][CH2:21][C:22]3[CH:27]=[CH:26][CH:25]=[CH:24][CH:23]=3)[CH:15]=2)[CH:10]([OH:28])[CH2:9]1)[C:2]1[CH:7]=[CH:6][CH:5]=[CH:4][CH:3]=1.Br[CH2:30][C:31]1[CH:40]=[CH:39][C:38]2[C:33](=[CH:34][CH:35]=[CH:36][CH:37]=2)[CH:32]=1, predict the reaction product. The product is: [CH2:1]([N:8]1[CH2:13][CH2:12][CH:11]([C:14]2[CH:19]=[CH:18][CH:17]=[C:16]([O:20][CH2:21][C:22]3[CH:27]=[CH:26][CH:25]=[CH:24][CH:23]=3)[CH:15]=2)[CH:10]([O:28][CH2:30][C:31]2[CH:40]=[CH:39][C:38]3[C:33](=[CH:34][CH:35]=[CH:36][CH:37]=3)[CH:32]=2)[CH2:9]1)[C:2]1[CH:7]=[CH:6][CH:5]=[CH:4][CH:3]=1. (2) The product is: [F:37][C:31]1[CH:32]=[C:33]([F:36])[CH:34]=[CH:35][C:30]=1[C@:13]12[CH2:28][O:29][C@@H:10]([CH2:9][OH:8])[CH2:11][C@H:12]1[C@@H:17]([CH3:18])[S:16][C:15]([NH:19][C:20](=[O:27])[C:21]1[CH:22]=[CH:23][CH:24]=[CH:25][CH:26]=1)=[N:14]2. Given the reactants C([O:8][CH2:9][C@@H:10]1[O:29][CH2:28][C@:13]2([C:30]3[CH:35]=[CH:34][C:33]([F:36])=[CH:32][C:31]=3[F:37])[N:14]=[C:15]([NH:19][C:20](=[O:27])[C:21]3[CH:26]=[CH:25][CH:24]=[CH:23][CH:22]=3)[S:16][C@H:17]([CH3:18])[C@@H:12]2[CH2:11]1)C1C=CC=CC=1.FC1C=C(F)C=CC=1[C@]12CO[C@@H](CO)C[C@H]1CSC(NC(=O)C1C=CC=CC=1)=N2, predict the reaction product. (3) Given the reactants C([O:3][C:4]([C:6]1[CH:10]=[C:9]([C:11]2[CH:16]=[CH:15][CH:14]=[CH:13][N:12]=2)[N:8]([CH3:17])[N:7]=1)=[O:5])C.[OH-].[Na+].Cl, predict the reaction product. The product is: [CH3:17][N:8]1[C:9]([C:11]2[CH:16]=[CH:15][CH:14]=[CH:13][N:12]=2)=[CH:10][C:6]([C:4]([OH:5])=[O:3])=[N:7]1. (4) Given the reactants Cl.[NH2:2][CH2:3][C@@H:4]1[O:8][C:7](=[O:9])[N:6]([C:10]2[CH:23]=[CH:22][C:13]3[C:14]4[O:15][N:16]=[CH:17][C:18]=4[CH2:19][CH2:20][CH2:21][C:12]=3[CH:11]=2)[CH2:5]1.C(N(CC)CC)C.[C:31](Cl)(=[O:34])[CH2:32][CH3:33], predict the reaction product. The product is: [O:15]1[C:14]2[C:13]3[CH:22]=[CH:23][C:10]([N:6]4[CH2:5][C@H:4]([CH2:3][NH:2][C:31](=[O:34])[CH2:32][CH3:33])[O:8][C:7]4=[O:9])=[CH:11][C:12]=3[CH2:21][CH2:20][CH2:19][C:18]=2[CH:17]=[N:16]1. (5) Given the reactants [CH3:1][O:2][C:3](=[O:14])[C:4]1[CH:9]=[CH:8][C:7](Br)=[C:6]([N+:11]([O-:13])=[O:12])[CH:5]=1.I[C:16]1[CH:21]=[CH:20][CH:19]=[CH:18][CH:17]=1, predict the reaction product. The product is: [CH3:1][O:2][C:3]([C:4]1[CH:9]=[CH:8][C:7]([C:16]2[CH:21]=[CH:20][CH:19]=[CH:18][CH:17]=2)=[C:6]([N+:11]([O-:13])=[O:12])[CH:5]=1)=[O:14]. (6) Given the reactants [CH2:1]([O:8][C:9]1[CH:23]=[C:22]([CH2:24][CH3:25])[CH:21]=[CH:20][C:10]=1[O:11][C:12]1[CH:18]=[CH:17][C:15]([NH2:16])=[CH:14][C:13]=1[F:19])[C:2]1[CH:7]=[CH:6][CH:5]=[CH:4][CH:3]=1.C(OC(Cl)=O)C.[CH2:32]([O:39][C:40](Cl)=[O:41])[C:33]1[CH:38]=[CH:37][CH:36]=[CH:35][CH:34]=1, predict the reaction product. The product is: [CH2:32]([O:39][C:40](=[O:41])[NH:16][C:15]1[CH:17]=[CH:18][C:12]([O:11][C:10]2[CH:20]=[CH:21][C:22]([CH2:24][CH3:25])=[CH:23][C:9]=2[O:8][CH2:1][C:2]2[CH:3]=[CH:4][CH:5]=[CH:6][CH:7]=2)=[C:13]([F:19])[CH:14]=1)[C:33]1[CH:38]=[CH:37][CH:36]=[CH:35][CH:34]=1. (7) Given the reactants Cl[CH2:2][C:3]([NH:5][CH2:6][C:7]#[C:8][C:9]1[CH:10]=[C:11]2[C:16](=[CH:17][CH:18]=1)[N:15]=[CH:14][N:13]=[C:12]2[NH:19][C:20]1[CH:25]=[CH:24][C:23]([O:26][C:27]2[CH:32]=[CH:31][CH:30]=[CH:29][CH:28]=2)=[C:22]([CH3:33])[CH:21]=1)=[O:4].[NH:34]1[CH2:39][CH2:38][O:37][CH2:36][CH2:35]1, predict the reaction product. The product is: [CH3:33][C:22]1[CH:21]=[C:20]([NH:19][C:12]2[C:11]3[C:16](=[CH:17][CH:18]=[C:9]([C:8]#[C:7][CH2:6][NH:5][C:3](=[O:4])[CH2:2][N:34]4[CH2:39][CH2:38][O:37][CH2:36][CH2:35]4)[CH:10]=3)[N:15]=[CH:14][N:13]=2)[CH:25]=[CH:24][C:23]=1[O:26][C:27]1[CH:32]=[CH:31][CH:30]=[CH:29][CH:28]=1. (8) Given the reactants [Cl:1][C:2]1[CH:7]=[C:6](Cl)[N:5]=[CH:4][N:3]=1.[CH:9]1[C:18]2[C:13](=[CH:14][CH:15]=[CH:16][CH:17]=2)[CH:12]=[CH:11][C:10]=1B(O)O.C(=O)([O-])[O-].[Na+].[Na+], predict the reaction product. The product is: [Cl:1][C:2]1[CH:7]=[C:6]([C:11]2[CH:10]=[CH:9][C:18]3[C:13](=[CH:14][CH:15]=[CH:16][CH:17]=3)[CH:12]=2)[N:5]=[CH:4][N:3]=1. (9) Given the reactants N[C:2]1[CH:3]=[CH:4][C:5]([O:8][C:9]2[CH:14]=[CH:13][C:12]([C:15]([N:17]3[CH2:22][CH2:21][N:20]([CH2:23][C:24]4[CH:29]=[CH:28][CH:27]=[CH:26][CH:25]=4)[CH2:19][CH2:18]3)=[O:16])=[CH:11][CH:10]=2)=[N:6][CH:7]=1.[N+]([O-])([O-])=O.[Na+].[Cl:35][C:36]1[CH:37]=[C:38]([SH:43])[CH:39]=[CH:40][C:41]=1[Cl:42], predict the reaction product. The product is: [CH2:23]([N:20]1[CH2:19][CH2:18][N:17]([C:15]([C:12]2[CH:13]=[CH:14][C:9]([O:8][C:5]3[CH:4]=[CH:3][C:2]([S:43][C:38]4[CH:39]=[CH:40][C:41]([Cl:42])=[C:36]([Cl:35])[CH:37]=4)=[CH:7][N:6]=3)=[CH:10][CH:11]=2)=[O:16])[CH2:22][CH2:21]1)[C:24]1[CH:29]=[CH:28][CH:27]=[CH:26][CH:25]=1.